From a dataset of NCI-60 drug combinations with 297,098 pairs across 59 cell lines. Regression. Given two drug SMILES strings and cell line genomic features, predict the synergy score measuring deviation from expected non-interaction effect. (1) Drug 1: CNC(=O)C1=CC=CC=C1SC2=CC3=C(C=C2)C(=NN3)C=CC4=CC=CC=N4. Drug 2: C1=CN(C(=O)N=C1N)C2C(C(C(O2)CO)O)O.Cl. Cell line: CAKI-1. Synergy scores: CSS=40.3, Synergy_ZIP=-4.66, Synergy_Bliss=-7.35, Synergy_Loewe=-16.7, Synergy_HSA=-5.37. (2) Drug 1: CC1CCC2CC(C(=CC=CC=CC(CC(C(=O)C(C(C(=CC(C(=O)CC(OC(=O)C3CCCCN3C(=O)C(=O)C1(O2)O)C(C)CC4CCC(C(C4)OC)OCCO)C)C)O)OC)C)C)C)OC. Drug 2: C1C(C(OC1N2C=NC(=NC2=O)N)CO)O. Cell line: LOX IMVI. Synergy scores: CSS=10.1, Synergy_ZIP=-1.88, Synergy_Bliss=4.60, Synergy_Loewe=-7.45, Synergy_HSA=0.342. (3) Drug 1: CC(CN1CC(=O)NC(=O)C1)N2CC(=O)NC(=O)C2. Drug 2: COCCOC1=C(C=C2C(=C1)C(=NC=N2)NC3=CC=CC(=C3)C#C)OCCOC.Cl. Synergy scores: CSS=18.6, Synergy_ZIP=-7.41, Synergy_Bliss=-0.863, Synergy_Loewe=-1.43, Synergy_HSA=1.07. Cell line: OVCAR-5. (4) Cell line: NCI/ADR-RES. Drug 2: B(C(CC(C)C)NC(=O)C(CC1=CC=CC=C1)NC(=O)C2=NC=CN=C2)(O)O. Synergy scores: CSS=15.3, Synergy_ZIP=-5.15, Synergy_Bliss=0.333, Synergy_Loewe=-25.2, Synergy_HSA=-1.53. Drug 1: C1CN(P(=O)(OC1)NCCCl)CCCl. (5) Drug 1: C1=CC(=CC=C1CCC2=CNC3=C2C(=O)NC(=N3)N)C(=O)NC(CCC(=O)O)C(=O)O. Synergy scores: CSS=73.1, Synergy_ZIP=1.67, Synergy_Bliss=-0.0752, Synergy_Loewe=-0.199, Synergy_HSA=5.81. Drug 2: C1C(C(OC1N2C=C(C(=O)NC2=O)F)CO)O. Cell line: LOX IMVI. (6) Drug 1: C1=C(C(=O)NC(=O)N1)N(CCCl)CCCl. Drug 2: C1CN1P(=S)(N2CC2)N3CC3. Cell line: OVCAR-8. Synergy scores: CSS=24.6, Synergy_ZIP=-9.56, Synergy_Bliss=-5.40, Synergy_Loewe=-13.4, Synergy_HSA=-2.12. (7) Drug 1: C1=C(C(=O)NC(=O)N1)N(CCCl)CCCl. Drug 2: CC1C(C(=O)NC(C(=O)N2CCCC2C(=O)N(CC(=O)N(C(C(=O)O1)C(C)C)C)C)C(C)C)NC(=O)C3=C4C(=C(C=C3)C)OC5=C(C(=O)C(=C(C5=N4)C(=O)NC6C(OC(=O)C(N(C(=O)CN(C(=O)C7CCCN7C(=O)C(NC6=O)C(C)C)C)C)C(C)C)C)N)C. Cell line: K-562. Synergy scores: CSS=35.4, Synergy_ZIP=-7.48, Synergy_Bliss=-1.75, Synergy_Loewe=0.185, Synergy_HSA=0.222. (8) Drug 1: C1=C(C(=O)NC(=O)N1)N(CCCl)CCCl. Drug 2: CC1=C(C(=O)C2=C(C1=O)N3CC4C(C3(C2COC(=O)N)OC)N4)N. Cell line: HCC-2998. Synergy scores: CSS=21.0, Synergy_ZIP=-8.96, Synergy_Bliss=-14.9, Synergy_Loewe=-21.6, Synergy_HSA=-10.9. (9) Drug 1: C1=CN(C=N1)CC(O)(P(=O)(O)O)P(=O)(O)O. Drug 2: CC1=C(C(=O)C2=C(C1=O)N3CC4C(C3(C2COC(=O)N)OC)N4)N. Cell line: NCI-H522. Synergy scores: CSS=34.5, Synergy_ZIP=-8.89, Synergy_Bliss=-4.39, Synergy_Loewe=-25.3, Synergy_HSA=-4.07. (10) Drug 1: C(=O)(N)NO. Drug 2: CC1CCC2CC(C(=CC=CC=CC(CC(C(=O)C(C(C(=CC(C(=O)CC(OC(=O)C3CCCCN3C(=O)C(=O)C1(O2)O)C(C)CC4CCC(C(C4)OC)O)C)C)O)OC)C)C)C)OC. Cell line: UACC-257. Synergy scores: CSS=-3.10, Synergy_ZIP=2.27, Synergy_Bliss=0.741, Synergy_Loewe=-1.20, Synergy_HSA=-2.21.